From a dataset of Reaction yield outcomes from USPTO patents with 853,638 reactions. Predict the reaction yield, written as a fraction of the theoretical maximum amount of product (1.0 means a 100% yield; for example, 0.34 means a 34% yield). (1) The reactants are C(OC([N:11]1[CH2:15][C@H:14]([O:16][CH3:17])[C@H:13]([O:18][CH3:19])[CH2:12]1)=O)C1C=CC=CC=1. The catalyst is CO.[Pd]. The product is [CH3:19][O:18][C@H:13]1[C@@H:14]([O:16][CH3:17])[CH2:15][NH:11][CH2:12]1. The yield is 0.990. (2) The reactants are [Cl-].O[NH3+:3].[C:4](=[O:7])([O-])[OH:5].[Na+].CS(C)=O.[CH3:13][O:14][CH2:15][CH2:16][O:17][CH:18]1[CH2:23][CH2:22][CH:21]([N:24]2[C:29](=[O:30])[C:28]([CH2:31][C:32]3[CH:37]=[CH:36][C:35]([C:38]4[C:39]([C:44]#[N:45])=[CH:40][CH:41]=[CH:42][CH:43]=4)=[CH:34][CH:33]=3)=[C:27]([CH2:46][CH2:47][CH3:48])[N:26]3[N:49]=[CH:50][N:51]=[C:25]23)[CH2:20][CH2:19]1. The catalyst is C(OCC)(=O)C. The product is [CH3:13][O:14][CH2:15][CH2:16][O:17][CH:18]1[CH2:23][CH2:22][CH:21]([N:24]2[C:29](=[O:30])[C:28]([CH2:31][C:32]3[CH:37]=[CH:36][C:35]([C:38]4[CH:43]=[CH:42][CH:41]=[CH:40][C:39]=4[C:44]4[NH:3][C:4](=[O:7])[O:5][N:45]=4)=[CH:34][CH:33]=3)=[C:27]([CH2:46][CH2:47][CH3:48])[N:26]3[N:49]=[CH:50][N:51]=[C:25]23)[CH2:20][CH2:19]1. The yield is 0.460.